This data is from Peptide-MHC class I binding affinity with 185,985 pairs from IEDB/IMGT. The task is: Regression. Given a peptide amino acid sequence and an MHC pseudo amino acid sequence, predict their binding affinity value. This is MHC class I binding data. (1) The binding affinity (normalized) is 0. The peptide sequence is SDYLELDTH. The MHC is Patr-B2401 with pseudo-sequence Patr-B2401. (2) The peptide sequence is YLPTQQDVL. The MHC is HLA-B14:02 with pseudo-sequence HLA-B14:02. The binding affinity (normalized) is 0. (3) The peptide sequence is YVIPHVHAF. The MHC is HLA-A02:07 with pseudo-sequence HLA-A02:07. The binding affinity (normalized) is 0.119. (4) The peptide sequence is FPLKLRGTAV. The MHC is HLA-B51:01 with pseudo-sequence HLA-B51:01. The binding affinity (normalized) is 0.400. (5) The peptide sequence is DLSRHSWDL. The MHC is HLA-A02:01 with pseudo-sequence HLA-A02:01. The binding affinity (normalized) is 0.0847. (6) The peptide sequence is WFREDRSPV. The MHC is HLA-B18:01 with pseudo-sequence HLA-B18:01. The binding affinity (normalized) is 0.540. (7) The peptide sequence is LPFHRWHTM. The MHC is HLA-B54:01 with pseudo-sequence HLA-B54:01. The binding affinity (normalized) is 0.481. (8) The peptide sequence is AELLAACF. The MHC is HLA-B40:02 with pseudo-sequence HLA-B40:02. The binding affinity (normalized) is 0.581.